Task: Predict the reaction yield, written as a fraction of the theoretical maximum amount of product (1.0 means a 100% yield; for example, 0.34 means a 34% yield).. Dataset: Reaction yield outcomes from USPTO patents with 853,638 reactions (1) The reactants are [Cl:1][CH2:2][CH2:3][O:4][C:5]1[CH:12]=[CH:11][C:8]([CH2:9]O)=[CH:7][CH:6]=1.S(Br)([Br:15])=O. The catalyst is O1CCOCC1.CCOCC. The product is [Cl:1][CH2:2][CH2:3][O:4][C:5]1[CH:12]=[CH:11][C:8]([CH2:9][Br:15])=[CH:7][CH:6]=1. The yield is 0.580. (2) The reactants are C(OC(=O)[NH:7][C:8]1[CH:13]=[CH:12][C:11]([C:14]2[NH:23][C:17]3=[N:18][CH:19]=[C:20]([Cl:22])[CH:21]=[C:16]3[C:15]=2[C:24]2[CH:25]=[N:26][CH:27]=[N:28][CH:29]=2)=[CH:10][CH:9]=1)(C)(C)C. The catalyst is ClCCl.FC(F)(F)C(O)=O. The product is [Cl:22][C:20]1[CH:21]=[C:16]2[C:15]([C:24]3[CH:29]=[N:28][CH:27]=[N:26][CH:25]=3)=[C:14]([C:11]3[CH:10]=[CH:9][C:8]([NH2:7])=[CH:13][CH:12]=3)[NH:23][C:17]2=[N:18][CH:19]=1. The yield is 0.400.